This data is from NCI-60 drug combinations with 297,098 pairs across 59 cell lines. The task is: Regression. Given two drug SMILES strings and cell line genomic features, predict the synergy score measuring deviation from expected non-interaction effect. (1) Drug 1: CC(C1=C(C=CC(=C1Cl)F)Cl)OC2=C(N=CC(=C2)C3=CN(N=C3)C4CCNCC4)N. Drug 2: CN1CCC(CC1)COC2=C(C=C3C(=C2)N=CN=C3NC4=C(C=C(C=C4)Br)F)OC. Cell line: NCIH23. Synergy scores: CSS=18.1, Synergy_ZIP=-3.98, Synergy_Bliss=-1.19, Synergy_Loewe=-6.77, Synergy_HSA=-1.05. (2) Drug 1: CC(C1=C(C=CC(=C1Cl)F)Cl)OC2=C(N=CC(=C2)C3=CN(N=C3)C4CCNCC4)N. Drug 2: CCC(=C(C1=CC=CC=C1)C2=CC=C(C=C2)OCCN(C)C)C3=CC=CC=C3.C(C(=O)O)C(CC(=O)O)(C(=O)O)O. Cell line: K-562. Synergy scores: CSS=43.8, Synergy_ZIP=1.49, Synergy_Bliss=4.14, Synergy_Loewe=-8.30, Synergy_HSA=1.86. (3) Drug 1: CC(C)(C#N)C1=CC(=CC(=C1)CN2C=NC=N2)C(C)(C)C#N. Drug 2: CC(C)NC(=O)C1=CC=C(C=C1)CNNC.Cl. Cell line: K-562. Synergy scores: CSS=-2.90, Synergy_ZIP=5.83, Synergy_Bliss=-2.80, Synergy_Loewe=0.567, Synergy_HSA=-3.51. (4) Cell line: SK-MEL-5. Synergy scores: CSS=30.0, Synergy_ZIP=-10.0, Synergy_Bliss=-3.83, Synergy_Loewe=0.364, Synergy_HSA=0.181. Drug 1: CC1=C(C=C(C=C1)C(=O)NC2=CC(=CC(=C2)C(F)(F)F)N3C=C(N=C3)C)NC4=NC=CC(=N4)C5=CN=CC=C5. Drug 2: C1CN(CCN1C(=O)CCBr)C(=O)CCBr. (5) Drug 1: C1=C(C(=O)NC(=O)N1)N(CCCl)CCCl. Drug 2: C1=CC=C(C(=C1)C(C2=CC=C(C=C2)Cl)C(Cl)Cl)Cl. Cell line: SNB-19. Synergy scores: CSS=9.75, Synergy_ZIP=-7.95, Synergy_Bliss=1.06, Synergy_Loewe=-10.6, Synergy_HSA=1.19. (6) Drug 1: CC1=C2C(C(=O)C3(C(CC4C(C3C(C(C2(C)C)(CC1OC(=O)C(C(C5=CC=CC=C5)NC(=O)OC(C)(C)C)O)O)OC(=O)C6=CC=CC=C6)(CO4)OC(=O)C)O)C)O. Drug 2: COCCOC1=C(C=C2C(=C1)C(=NC=N2)NC3=CC=CC(=C3)C#C)OCCOC.Cl. Cell line: CAKI-1. Synergy scores: CSS=11.9, Synergy_ZIP=1.89, Synergy_Bliss=7.21, Synergy_Loewe=-0.472, Synergy_HSA=0.0254. (7) Drug 1: C1=CN(C(=O)N=C1N)C2C(C(C(O2)CO)O)O.Cl. Drug 2: CC1=C(N=C(N=C1N)C(CC(=O)N)NCC(C(=O)N)N)C(=O)NC(C(C2=CN=CN2)OC3C(C(C(C(O3)CO)O)O)OC4C(C(C(C(O4)CO)O)OC(=O)N)O)C(=O)NC(C)C(C(C)C(=O)NC(C(C)O)C(=O)NCCC5=NC(=CS5)C6=NC(=CS6)C(=O)NCCC[S+](C)C)O. Cell line: SW-620. Synergy scores: CSS=49.3, Synergy_ZIP=-1.06, Synergy_Bliss=-1.16, Synergy_Loewe=-2.29, Synergy_HSA=2.92.